From a dataset of Full USPTO retrosynthesis dataset with 1.9M reactions from patents (1976-2016). Predict the reactants needed to synthesize the given product. (1) Given the product [C:15]([O:18][C:19](=[O:20])[NH:8][C:7]1[CH:9]=[CH:10][C:4]([CH:1]([CH3:3])[CH3:2])=[CH:5][C:6]=1[N+:11]([O-:13])=[O:12])([CH3:17])([CH3:16])[CH3:14], predict the reactants needed to synthesize it. The reactants are: [CH:1]([C:4]1[CH:10]=[CH:9][C:7]([NH2:8])=[C:6]([N+:11]([O-:13])=[O:12])[CH:5]=1)([CH3:3])[CH3:2].[CH3:14][C:15]([O:18][C:19](O[C:19]([O:18][C:15]([CH3:17])([CH3:16])[CH3:14])=[O:20])=[O:20])([CH3:17])[CH3:16].C(O)(C(F)(F)F)=O. (2) Given the product [CH3:7][N:5]([C:4]([O:8][N:9]1[N:17]=[N:16][C:11]2[CH:12]=[CH:13][CH:14]=[CH:15][C:10]1=2)=[N+:2]([CH3:1])[CH3:3])[CH3:6].[B-:18]([F:22])([F:21])([F:20])[F:19].[CH:13]1[CH:14]=[CH:15][C:10]2[N:9]([OH:8])[N:17]=[N:16][C:11]=2[CH:12]=1, predict the reactants needed to synthesize it. The reactants are: [CH3:1][N:2]([C:4]([O:8][N:9]1[N:17]=[N:16][C:11]2[CH:12]=[CH:13][CH:14]=[CH:15][C:10]1=2)=[N+:5]([CH3:7])[CH3:6])[CH3:3].[B-:18]([F:22])([F:21])([F:20])[F:19].OC1C2N=NNC=2C=CC=1.CCN(C(C)C)C(C)C. (3) Given the product [CH2:1]([O:3][C:4]([C:6]1([NH:15][C:16](=[O:28])[C:17]2[CH:22]=[CH:21][CH:20]=[C:19]([C:23]([F:26])([F:25])[F:24])[C:18]=2[CH:29]=[C:30]([CH3:41])[CH3:31])[CH2:14][C:13]2[C:8](=[CH:9][CH:10]=[CH:11][CH:12]=2)[CH2:7]1)=[O:5])[CH3:2], predict the reactants needed to synthesize it. The reactants are: [CH2:1]([O:3][C:4]([C:6]1([NH:15][C:16](=[O:28])[C:17]2[CH:22]=[CH:21][CH:20]=[C:19]([C:23]([F:26])([F:25])[F:24])[C:18]=2I)[CH2:14][C:13]2[C:8](=[CH:9][CH:10]=[CH:11][CH:12]=2)[CH2:7]1)=[O:5])[CH3:2].[CH3:29][C:30]([CH3:41])=[CH:31]B1OC(C)(C)C(C)(C)O1.C([O-])([O-])=O.[K+].[K+].N#N. (4) Given the product [CH3:3][CH:2]([C:4]1[C:8]([CH2:9][CH2:10][CH2:11][OH:12])=[CH:7][N:6]([C:16]2[S:17][C:18]([C:21]([F:23])([F:24])[F:22])=[N:19][N:20]=2)[N:5]=1)[CH3:1], predict the reactants needed to synthesize it. The reactants are: [CH3:1][CH:2]([C:4]1[C:8]([CH2:9][CH2:10][C:11](OCC)=[O:12])=[CH:7][N:6]([C:16]2[S:17][C:18]([C:21]([F:24])([F:23])[F:22])=[N:19][N:20]=2)[N:5]=1)[CH3:3].[H-].C([Al+]CC(C)C)C(C)C.Cl. (5) The reactants are: [CH2:1]([O:8][C:9]([N:11]1[CH2:16][C@H:15]([O:17][CH2:18][C:19]2[CH:20]=[CH:21][C:22]3[O:27][CH2:26][CH2:25][N:24]([CH2:28][CH2:29][CH2:30][O:31][CH3:32])[C:23]=3[CH:33]=2)[C@@H:14]([C:34]2[CH:39]=[CH:38][C:37]([O:40][CH3:41])=[CH:36][CH:35]=2)[CH2:13][C@H:12]1[C:42]([OH:44])=O)=[O:10])[C:2]1[CH:7]=[CH:6][CH:5]=[CH:4][CH:3]=1.C([N:47](CC)CC)C.ClC(OC(C)C)=O.N. Given the product [CH2:1]([O:8][C:9]([N:11]1[CH2:16][C@H:15]([O:17][CH2:18][C:19]2[CH:20]=[CH:21][C:22]3[O:27][CH2:26][CH2:25][N:24]([CH2:28][CH2:29][CH2:30][O:31][CH3:32])[C:23]=3[CH:33]=2)[C@@H:14]([C:34]2[CH:35]=[CH:36][C:37]([O:40][CH3:41])=[CH:38][CH:39]=2)[CH2:13][C@H:12]1[C:42](=[O:44])[NH2:47])=[O:10])[C:2]1[CH:7]=[CH:6][CH:5]=[CH:4][CH:3]=1, predict the reactants needed to synthesize it. (6) Given the product [Cl:34][C:35]1[CH:40]=[C:39]([CH3:41])[CH:38]=[CH:37][C:36]=1[NH:42][C:14](=[O:15])[CH2:13][C@@H:12]([C:17]1[C:21]([CH:22]2[CH2:23][CH2:24]2)=[C:20]([C:25]2[S:29][C:28]([CH2:30][CH:31]([CH3:32])[CH3:33])=[N:27][CH:26]=2)[O:19][N:18]=1)[CH2:11][CH2:10][CH2:9][O:8][CH2:1][C:2]1[CH:3]=[CH:4][CH:5]=[CH:6][CH:7]=1, predict the reactants needed to synthesize it. The reactants are: [CH2:1]([O:8][CH2:9][CH2:10][CH2:11][C@H:12]([C:17]1[C:21]([CH:22]2[CH2:24][CH2:23]2)=[C:20]([C:25]2[S:29][C:28]([CH2:30][CH:31]([CH3:33])[CH3:32])=[N:27][CH:26]=2)[O:19][N:18]=1)[CH2:13][C:14](O)=[O:15])[C:2]1[CH:7]=[CH:6][CH:5]=[CH:4][CH:3]=1.[Cl:34][C:35]1[CH:40]=[C:39]([CH3:41])[CH:38]=[CH:37][C:36]=1[NH2:42].C(N(C(C)C)CC)(C)C.CN(C(ON1N=NC2C=CC=NC1=2)=[N+](C)C)C.F[P-](F)(F)(F)(F)F.